Dataset: Forward reaction prediction with 1.9M reactions from USPTO patents (1976-2016). Task: Predict the product of the given reaction. Given the reactants [H-].[Na+].[C:3]1([OH:9])[CH:8]=[CH:7][CH:6]=[CH:5][CH:4]=1.Cl[C:11]1[C:12](=[O:19])[N:13]([CH3:18])[C:14](=[O:17])[C:15]=1Cl, predict the reaction product. The product is: [CH3:18][N:13]1[C:14](=[O:17])[C:15]([O:9][C:3]2[CH:8]=[CH:7][CH:6]=[CH:5][CH:4]=2)=[C:11]([O:9][C:3]2[CH:8]=[CH:7][CH:6]=[CH:5][CH:4]=2)[C:12]1=[O:19].